Dataset: Full USPTO retrosynthesis dataset with 1.9M reactions from patents (1976-2016). Task: Predict the reactants needed to synthesize the given product. (1) Given the product [F:9][C:10]1[CH:15]=[CH:14][C:13]([C:16]2[N:17]=[C:18]([CH:28]([CH3:30])[CH3:29])[NH:19][C:20]=2[C:21]2[CH:26]=[CH:25][CH:24]=[C:23]([CH3:27])[N:22]=2)=[CH:12][C:11]=1[C:31]1[CH:32]=[CH:6][NH:4][N:35]=1, predict the reactants needed to synthesize it. The reactants are: COC(OC)[N:4]([CH3:6])C.[F:9][C:10]1[CH:15]=[CH:14][C:13]([C:16]2[N:17]=[C:18]([CH:28]([CH3:30])[CH3:29])[NH:19][C:20]=2[C:21]2[CH:26]=[CH:25][CH:24]=[C:23]([CH3:27])[N:22]=2)=[CH:12][C:11]=1[C:31](=O)[CH3:32].O.[NH2:35]N. (2) Given the product [CH2:22]([N:14]1[C@H:13]([C:11]([NH:10][C@H:3]2[C:4]3[C:5](=[CH:6][CH:7]=[CH:8][CH:9]=3)[CH2:50][CH2:49][CH2:48]2)=[O:12])[CH2:18][N:17]2[CH2:42][CH2:41][CH2:40][C@@H:39]2[CH2:15]1)[C:23]1[CH:31]=[CH:36][CH:35]=[CH:34][CH:33]=1, predict the reactants needed to synthesize it. The reactants are: Cl.Cl.[CH2:3]([NH:10][C:11]([C@@H:13]1[CH2:18][N:17]2CCC[C@@H]2[CH2:15][N:14]1[C:22](=O)[C@H:23]([CH:31]1[CH2:36][CH2:35][CH2:34][CH2:33]C1)NC(=O)[C@H](C)NC)=[O:12])[C:4]1[CH:9]=[CH:8][CH:7]=[CH:6][CH:5]=1.O1[CH2:42][CH2:41][CH2:40][CH2:39]1.O.O.[OH-].[Li+].O1C[CH2:50][CH2:49][CH2:48]1. (3) Given the product [CH2:11]=[CH:10][C:9]#[N:12].[CH2:1]=[CH:2][C:3]1[CH:8]=[CH:7][CH:6]=[CH:5][CH:4]=1, predict the reactants needed to synthesize it. The reactants are: [CH2:1]=[CH:2][C:3]1[CH:8]=[CH:7][CH:6]=[CH:5][CH:4]=1.[C:9](#[N:12])[CH:10]=[CH2:11].CCCCCCCC(OOC(C)(C)C)=O.